Dataset: NCI-60 drug combinations with 297,098 pairs across 59 cell lines. Task: Regression. Given two drug SMILES strings and cell line genomic features, predict the synergy score measuring deviation from expected non-interaction effect. (1) Drug 1: C1C(C(OC1N2C=NC3=C(N=C(N=C32)Cl)N)CO)O. Drug 2: CCC1=C2CN3C(=CC4=C(C3=O)COC(=O)C4(CC)O)C2=NC5=C1C=C(C=C5)O. Cell line: PC-3. Synergy scores: CSS=13.2, Synergy_ZIP=-7.59, Synergy_Bliss=-6.02, Synergy_Loewe=-15.9, Synergy_HSA=-3.72. (2) Drug 1: C1=NC(=NC(=O)N1C2C(C(C(O2)CO)O)O)N. Drug 2: CS(=O)(=O)OCCCCOS(=O)(=O)C. Cell line: HS 578T. Synergy scores: CSS=30.1, Synergy_ZIP=-7.15, Synergy_Bliss=-2.54, Synergy_Loewe=-29.7, Synergy_HSA=-0.130. (3) Drug 1: CN(C)C1=NC(=NC(=N1)N(C)C)N(C)C. Drug 2: C(CN)CNCCSP(=O)(O)O. Cell line: EKVX. Synergy scores: CSS=-5.41, Synergy_ZIP=3.49, Synergy_Bliss=0.785, Synergy_Loewe=-2.58, Synergy_HSA=-3.59. (4) Drug 1: N.N.Cl[Pt+2]Cl. Drug 2: CC1C(C(CC(O1)OC2CC(CC3=C2C(=C4C(=C3O)C(=O)C5=CC=CC=C5C4=O)O)(C(=O)C)O)N)O. Cell line: SK-MEL-2. Synergy scores: CSS=43.8, Synergy_ZIP=6.94, Synergy_Bliss=12.6, Synergy_Loewe=-52.8, Synergy_HSA=4.62.